From a dataset of NCI-60 drug combinations with 297,098 pairs across 59 cell lines. Regression. Given two drug SMILES strings and cell line genomic features, predict the synergy score measuring deviation from expected non-interaction effect. (1) Drug 1: CC1=C2C(C(=O)C3(C(CC4C(C3C(C(C2(C)C)(CC1OC(=O)C(C(C5=CC=CC=C5)NC(=O)OC(C)(C)C)O)O)OC(=O)C6=CC=CC=C6)(CO4)OC(=O)C)O)C)O. Drug 2: C(CCl)NC(=O)N(CCCl)N=O. Cell line: NCI-H460. Synergy scores: CSS=50.1, Synergy_ZIP=-5.24, Synergy_Bliss=-6.14, Synergy_Loewe=-70.3, Synergy_HSA=-4.62. (2) Cell line: UO-31. Synergy scores: CSS=24.0, Synergy_ZIP=-4.84, Synergy_Bliss=1.09, Synergy_Loewe=1.91, Synergy_HSA=2.63. Drug 1: CN1CCC(CC1)COC2=C(C=C3C(=C2)N=CN=C3NC4=C(C=C(C=C4)Br)F)OC. Drug 2: C1CCN(CC1)CCOC2=CC=C(C=C2)C(=O)C3=C(SC4=C3C=CC(=C4)O)C5=CC=C(C=C5)O. (3) Drug 1: CC1=C2C(C(=O)C3(C(CC4C(C3C(C(C2(C)C)(CC1OC(=O)C(C(C5=CC=CC=C5)NC(=O)OC(C)(C)C)O)O)OC(=O)C6=CC=CC=C6)(CO4)OC(=O)C)O)C)O. Drug 2: COCCOC1=C(C=C2C(=C1)C(=NC=N2)NC3=CC=CC(=C3)C#C)OCCOC.Cl. Cell line: SK-MEL-5. Synergy scores: CSS=35.4, Synergy_ZIP=2.08, Synergy_Bliss=5.89, Synergy_Loewe=18.4, Synergy_HSA=10.4. (4) Drug 1: CCN(CC)CCNC(=O)C1=C(NC(=C1C)C=C2C3=C(C=CC(=C3)F)NC2=O)C. Drug 2: CC1=C(N=C(N=C1N)C(CC(=O)N)NCC(C(=O)N)N)C(=O)NC(C(C2=CN=CN2)OC3C(C(C(C(O3)CO)O)O)OC4C(C(C(C(O4)CO)O)OC(=O)N)O)C(=O)NC(C)C(C(C)C(=O)NC(C(C)O)C(=O)NCCC5=NC(=CS5)C6=NC(=CS6)C(=O)NCCC[S+](C)C)O. Cell line: SK-MEL-5. Synergy scores: CSS=24.5, Synergy_ZIP=-4.04, Synergy_Bliss=1.73, Synergy_Loewe=2.39, Synergy_HSA=2.76. (5) Drug 1: CC1=C(C=C(C=C1)NC(=O)C2=CC=C(C=C2)CN3CCN(CC3)C)NC4=NC=CC(=N4)C5=CN=CC=C5. Drug 2: COC1=NC(=NC2=C1N=CN2C3C(C(C(O3)CO)O)O)N. Cell line: IGROV1. Synergy scores: CSS=-8.88, Synergy_ZIP=3.40, Synergy_Bliss=0.883, Synergy_Loewe=-7.55, Synergy_HSA=-7.55. (6) Drug 1: CC1=C(C=C(C=C1)NC(=O)C2=CC=C(C=C2)CN3CCN(CC3)C)NC4=NC=CC(=N4)C5=CN=CC=C5. Drug 2: B(C(CC(C)C)NC(=O)C(CC1=CC=CC=C1)NC(=O)C2=NC=CN=C2)(O)O. Cell line: SF-268. Synergy scores: CSS=25.1, Synergy_ZIP=-0.936, Synergy_Bliss=-0.703, Synergy_Loewe=0, Synergy_HSA=-0.235. (7) Drug 1: CN1CCC(CC1)COC2=C(C=C3C(=C2)N=CN=C3NC4=C(C=C(C=C4)Br)F)OC. Drug 2: C1=NC(=NC(=O)N1C2C(C(C(O2)CO)O)O)N. Cell line: SR. Synergy scores: CSS=24.3, Synergy_ZIP=-4.17, Synergy_Bliss=4.75, Synergy_Loewe=-4.53, Synergy_HSA=4.86. (8) Drug 1: C1CN1P(=S)(N2CC2)N3CC3. Drug 2: C1CN1C2=NC(=NC(=N2)N3CC3)N4CC4. Cell line: HCC-2998. Synergy scores: CSS=29.1, Synergy_ZIP=-2.13, Synergy_Bliss=-4.73, Synergy_Loewe=-3.44, Synergy_HSA=-0.159.